From a dataset of Catalyst prediction with 721,799 reactions and 888 catalyst types from USPTO. Predict which catalyst facilitates the given reaction. (1) Reactant: C([O:3][C:4](=[O:43])[CH2:5][N:6]([CH2:10][CH2:11][CH2:12][CH2:13][N:14]([CH2:37][C:38]([O:40]CC)=[O:39])[CH2:15][C:16]1[CH:21]=[CH:20][C:19]([CH2:22][N:23]([CH2:31][C:32]2[NH:33][CH:34]=[CH:35][N:36]=2)[CH2:24][C:25]2[N:26]([CH3:30])[CH:27]=[CH:28][N:29]=2)=[CH:18][CH:17]=1)[CH2:7][CH2:8][CH3:9])C. Product: [C:38]([CH2:37][N:14]([CH2:15][C:16]1[CH:21]=[CH:20][C:19]([CH2:22][N:23]([CH2:31][C:32]2[NH:36][CH:35]=[CH:34][N:33]=2)[CH2:24][C:25]2[N:26]([CH3:30])[CH:27]=[CH:28][N:29]=2)=[CH:18][CH:17]=1)[CH2:13][CH2:12][CH2:11][CH2:10][N:6]([CH2:5][C:4]([OH:43])=[O:3])[CH2:7][CH2:8][CH3:9])([OH:40])=[O:39]. The catalyst class is: 33. (2) Reactant: [Cl:1][C:2]1[CH:3]=[C:4]([NH2:20])[CH:5]=[C:6]([Cl:19])[C:7]=1[CH2:8][C:9]1[N:10]=[CH:11][C:12]2[C:17]([CH:18]=1)=[CH:16][CH:15]=[CH:14][CH:13]=2.[Cl:21][C:22]1[CH:27]=[C:26]([C:28]([F:31])([F:30])[F:29])[CH:25]=[CH:24][C:23]=1[S:32](Cl)(=[O:34])=[O:33]. Product: [Cl:21][C:22]1[CH:27]=[C:26]([C:28]([F:30])([F:29])[F:31])[CH:25]=[CH:24][C:23]=1[S:32]([NH:20][C:4]1[CH:5]=[C:6]([Cl:19])[C:7]([CH2:8][C:9]2[N:10]=[CH:11][C:12]3[C:17]([CH:18]=2)=[CH:16][CH:15]=[CH:14][CH:13]=3)=[C:2]([Cl:1])[CH:3]=1)(=[O:34])=[O:33]. The catalyst class is: 17. (3) Reactant: N1C=CC=CC=1.[NH:7]1[CH2:12][CH2:11][O:10][C@H:9]([CH2:13][OH:14])[CH2:8]1.[C:15]([Si:19](Cl)([C:26]1[CH:31]=[CH:30][CH:29]=[CH:28][CH:27]=1)[C:20]1[CH:25]=[CH:24][CH:23]=[CH:22][CH:21]=1)([CH3:18])([CH3:17])[CH3:16]. Product: [Si:19]([O:14][CH2:13][C@H:9]1[O:10][CH2:11][CH2:12][NH:7][CH2:8]1)([C:15]([CH3:18])([CH3:17])[CH3:16])([C:26]1[CH:27]=[CH:28][CH:29]=[CH:30][CH:31]=1)[C:20]1[CH:25]=[CH:24][CH:23]=[CH:22][CH:21]=1. The catalyst class is: 79. (4) Reactant: [NH2:1][C:2]1[N:3]=[CH:4][C:5]([C:18]2[CH:47]=[CH:46][C:21]([CH2:22][N:23]([CH2:44][CH3:45])[CH:24]3[CH2:29][CH2:28][N:27](C(OC(C)(C)C)=O)[C@@H:26]([C:37]([O:39][C:40]([CH3:43])([CH3:42])[CH3:41])=[O:38])[CH2:25]3)=[CH:20][CH:19]=2)=[N:6][C:7]=1[NH:8][CH2:9][C:10]1[C:15]([Cl:16])=[CH:14][CH:13]=[CH:12][C:11]=1[Cl:17].Cl.[OH-].[Na+]. Product: [NH2:1][C:2]1[N:3]=[CH:4][C:5]([C:18]2[CH:19]=[CH:20][C:21]([CH2:22][N:23]([CH2:44][CH3:45])[CH:24]3[CH2:29][CH2:28][NH:27][C@@H:26]([C:37]([O:39][C:40]([CH3:41])([CH3:43])[CH3:42])=[O:38])[CH2:25]3)=[CH:46][CH:47]=2)=[N:6][C:7]=1[NH:8][CH2:9][C:10]1[C:15]([Cl:16])=[CH:14][CH:13]=[CH:12][C:11]=1[Cl:17]. The catalyst class is: 135. (5) Reactant: [NH2:1][C:2]1[C:6]([C:7]([NH:9][CH:10]([CH3:12])[CH3:11])=[O:8])=[CH:5][N:4]([C:13]2[CH:14]=[N:15][CH:16]=[CH:17][CH:18]=2)[N:3]=1.[N:19]([O-])=O.[Na+].C(=O)(O)[O-].[Na+]. Product: [CH:10]([N:9]1[C:7](=[O:8])[C:6]2=[CH:5][N:4]([C:13]3[CH:14]=[N:15][CH:16]=[CH:17][CH:18]=3)[N:3]=[C:2]2[N:1]=[N:19]1)([CH3:12])[CH3:11]. The catalyst class is: 223. (6) Reactant: [N+:1]([C:4]1[CH:5]=[C:6]([C:16]2[CH:21]=[CH:20][N:19]=[CH:18][CH:17]=2)[C:7]([C:11]2[O:12][CH:13]=[CH:14][N:15]=2)=[N:8][C:9]=1[NH2:10])([O-])=O. Product: [O:12]1[CH:13]=[CH:14][N:15]=[C:11]1[C:7]1[C:6]([C:16]2[CH:21]=[CH:20][N:19]=[CH:18][CH:17]=2)=[CH:5][C:4]([NH2:1])=[C:9]([NH2:10])[N:8]=1. The catalyst class is: 63. (7) Reactant: [S:1]1[C:5]2[CH:6]=[CH:7][CH:8]=[CH:9][C:4]=2[N:3]=[C:2]1[C:10]1[CH:15]=[C:14](Br)[CH:13]=[CH:12][C:11]=1[OH:17].[Li]CCCC.[CH3:23][Si:24](Cl)([CH3:26])[CH3:25]. Product: [S:1]1[C:5]2[CH:6]=[CH:7][CH:8]=[CH:9][C:4]=2[N:3]=[C:2]1[C:10]1[CH:15]=[C:14]([Si:24]([CH3:26])([CH3:25])[CH3:23])[CH:13]=[CH:12][C:11]=1[OH:17]. The catalyst class is: 1. (8) Reactant: [OH:1][C:2]([CH3:16])([CH3:15])[C:3]([C:5]1[CH:10]=[CH:9][C:8]([O:11][CH2:12][CH2:13][OH:14])=[CH:7][CH:6]=1)=[O:4].CC1C=CC(S(O[CH2:28][CH2:29][O:30][CH2:31][CH2:32][O:33][CH2:34][CH2:35][Cl:36])(=O)=O)=CC=1.C([O-])([O-])=O.[K+].[K+].C1OCCOCCOCCOCCOCCOC1. Product: [Cl:36][CH2:35][CH2:34][O:33][CH2:32][CH2:31][O:30][CH2:29][CH2:28][O:14][CH2:13][CH2:12][O:11][C:8]1[CH:9]=[CH:10][C:5]([C:3](=[O:4])[C:2]([OH:1])([CH3:16])[CH3:15])=[CH:6][CH:7]=1. The catalyst class is: 21. (9) Reactant: CC(C)([O-])C.[K+].CO[C:9](=[O:32])[C:10]1[CH:15]=[C:14]([Br:16])[C:13]([Cl:17])=[CH:12][C:11]=1[N:18]([C:26]([O:28][CH:29]([CH3:31])[CH3:30])=[O:27])[CH2:19][CH2:20][CH2:21][C:22]([O:24][CH3:25])=[O:23]. Product: [CH3:25][O:24][C:22]([CH:21]1[CH2:20][CH2:19][N:18]([C:26]([O:28][CH:29]([CH3:30])[CH3:31])=[O:27])[C:11]2[CH:12]=[C:13]([Cl:17])[C:14]([Br:16])=[CH:15][C:10]=2[C:9]1=[O:32])=[O:23]. The catalyst class is: 133. (10) Reactant: [Cl:1][C:2]1[CH:7]=[CH:6][C:5]([C:8]2[C:12](O)([CH3:13])[O:11][C:10](=O)[C:9]=2[C:16]2[N:17]=[C:18]([CH3:22])[S:19][C:20]=2[CH3:21])=[CH:4][CH:3]=1.O.[NH2:24][NH2:25]. Product: [Cl:1][C:2]1[CH:7]=[CH:6][C:5]([C:8]2[C:12]([CH3:13])=[N:25][NH:24][C:10](=[O:11])[C:9]=2[C:16]2[N:17]=[C:18]([CH3:22])[S:19][C:20]=2[CH3:21])=[CH:4][CH:3]=1. The catalyst class is: 51.